This data is from Reaction yield outcomes from USPTO patents with 853,638 reactions. The task is: Predict the reaction yield, written as a fraction of the theoretical maximum amount of product (1.0 means a 100% yield; for example, 0.34 means a 34% yield). (1) The reactants are OC([C:5]1[S:9][C:8]([NH:10]C(=O)OC(C)(C)C)=[N:7][C:6]=1[CH2:18][CH2:19][O:20][CH:21]1[CH2:26]COC[CH2:22]1)(C)C.Cl.[OH-].[Na+]. The catalyst is O1CCCC1. The product is [CH3:26][C:21]1([CH3:22])[C:5]2[S:9][C:8]([NH2:10])=[N:7][C:6]=2[CH2:18][CH2:19][O:20]1. The yield is 0.510. (2) The reactants are C(Cl)(=O)C(Cl)=O.[CH3:7][O:8][C:9](=[O:22])[C:10]1[CH:15]=[CH:14][C:13]([CH2:16][CH2:17][C:18]([OH:20])=O)=[C:12]([CH3:21])[CH:11]=1.CCN(C(C)C)C(C)C.[C:32]([O:36][C:37](=[O:49])[N:38]([CH:46]1[CH2:48][CH2:47]1)[CH2:39][CH:40]1[CH2:45][CH2:44][NH:43][CH2:42][CH2:41]1)([CH3:35])([CH3:34])[CH3:33]. The catalyst is ClCCl.CN(C=O)C. The product is [CH3:7][O:8][C:9](=[O:22])[C:10]1[CH:15]=[CH:14][C:13]([CH2:16][CH2:17][C:18]([N:43]2[CH2:42][CH2:41][CH:40]([CH2:39][N:38]([C:37]([O:36][C:32]([CH3:35])([CH3:34])[CH3:33])=[O:49])[CH:46]3[CH2:48][CH2:47]3)[CH2:45][CH2:44]2)=[O:20])=[C:12]([CH3:21])[CH:11]=1. The yield is 0.430.